Dataset: CYP2C19 inhibition data for predicting drug metabolism from PubChem BioAssay. Task: Regression/Classification. Given a drug SMILES string, predict its absorption, distribution, metabolism, or excretion properties. Task type varies by dataset: regression for continuous measurements (e.g., permeability, clearance, half-life) or binary classification for categorical outcomes (e.g., BBB penetration, CYP inhibition). Dataset: cyp2c19_veith. The drug is CCC(CC)C(=O)Nc1cccc(/C(C)=N\NC(=O)c2ccc(C)s2)c1. The result is 0 (non-inhibitor).